This data is from Reaction yield outcomes from USPTO patents with 853,638 reactions. The task is: Predict the reaction yield, written as a fraction of the theoretical maximum amount of product (1.0 means a 100% yield; for example, 0.34 means a 34% yield). The reactants are [NH2:1][C:2]1[CH:7]=[CH:6][CH:5]=[CH:4][N:3]=1.[Sn](C[CH2:16][CH2:17][CH3:18])(CCCC)(Cl)Cl.C([O-])([O-])=[O:20].[K+].[K+].CN(C=O)C.C[O:31][CH2:32][CH2:33]OC. The catalyst is BrCC(=O)C(OCC)=O.C(OCC)(=O)C. The product is [CH3:33][CH2:32][O:31][C:16]([C:17]1[N:1]=[C:2]2[N:3]([CH:4]=[CH:5][CH:6]=[CH:7]2)[CH:18]=1)=[O:20]. The yield is 0.590.